This data is from Full USPTO retrosynthesis dataset with 1.9M reactions from patents (1976-2016). The task is: Predict the reactants needed to synthesize the given product. (1) Given the product [NH:5]1[C:6]2[C:11](=[CH:10][CH:9]=[C:8]3[NH:15][CH:16]=[CH:17][C:7]3=2)[C:12](=[O:14])[NH:13][C:4]1=[O:32], predict the reactants needed to synthesize it. The reactants are: C(S[C:4]1[NH:13][C:12](=[O:14])[C:11]2[C:6](=[C:7]3[CH:17]=[CH:16][NH:15][C:8]3=[CH:9][CH:10]=2)[N:5]=1)C.Cl.C(SC1NC(=[O:32])C2C(=C3C=CN(C(OC(C)(C)C)=O)C3=CC=2)N=1)C. (2) Given the product [N+:14]([C:11]1[CH:12]=[C:13]2[C:8]([CH2:7][CH2:6][N:5]([C:3](=[O:4])[C:2]([F:17])([F:18])[F:1])[CH2:24]2)=[CH:9][CH:10]=1)([O-:16])=[O:15], predict the reactants needed to synthesize it. The reactants are: [F:1][C:2]([F:18])([F:17])[C:3]([NH:5][CH2:6][CH2:7][C:8]1[CH:13]=[CH:12][C:11]([N+:14]([O-:16])=[O:15])=[CH:10][CH:9]=1)=[O:4].S(=O)(=O)(O)O.[CH2:24]=O. (3) Given the product [Cl:18][C:19]1[C:20]([O:1][C@H:2]2[CH2:7][N:6]([C:8]([O:10][C:11]([CH3:14])([CH3:13])[CH3:12])=[O:9])[C@H:5]([CH3:15])[CH2:4][CH2:3]2)=[N:21][CH:22]=[CH:23][C:24]=1[I:25], predict the reactants needed to synthesize it. The reactants are: [OH:1][C@H:2]1[CH2:7][N:6]([C:8]([O:10][C:11]([CH3:14])([CH3:13])[CH3:12])=[O:9])[C@H:5]([CH3:15])[CH2:4][CH2:3]1.[H-].[Na+].[Cl:18][C:19]1[C:20](F)=[N:21][CH:22]=[CH:23][C:24]=1[I:25]. (4) Given the product [C:28]1([CH3:38])[CH:29]=[CH:30][C:31]([S:34]([OH:37])(=[O:35])=[O:36])=[CH:32][CH:33]=1.[CH3:1][C:2]1([C:17]2[CH:18]=[C:19]([NH:23][S:24]([CH3:27])(=[O:26])=[O:25])[CH:20]=[CH:21][CH:22]=2)[CH:7]2[CH:3]1[CH2:4][N:5]([CH2:8][CH2:9][CH2:10][C:11]1[CH:16]=[CH:15][CH:14]=[CH:13][CH:12]=1)[CH2:6]2, predict the reactants needed to synthesize it. The reactants are: [CH3:1][C:2]1([C:17]2[CH:18]=[C:19]([NH:23][S:24]([CH3:27])(=[O:26])=[O:25])[CH:20]=[CH:21][CH:22]=2)[CH:7]2[CH:3]1[CH2:4][N:5]([CH2:8][CH2:9][CH2:10][C:11]1[CH:16]=[CH:15][CH:14]=[CH:13][CH:12]=1)[CH2:6]2.[C:28]1([CH3:38])[CH:33]=[CH:32][C:31]([S:34]([OH:37])(=[O:36])=[O:35])=[CH:30][CH:29]=1. (5) Given the product [CH:18]([N:17]1[C:11]2[CH:10]=[C:9]([NH:8][C:6]3[CH:5]=[CH:4][N:3]=[C:2]([C:28]4[CH:27]=[N:26][N:25]([CH2:24][C:23]([CH3:39])([OH:40])[CH3:22])[CH:29]=4)[N:7]=3)[N:14]=[CH:13][C:12]=2[N:15]=[C:16]1[CH3:21])([CH3:20])[CH3:19], predict the reactants needed to synthesize it. The reactants are: Cl[C:2]1[N:7]=[C:6]([NH:8][C:9]2[N:14]=[CH:13][C:12]3[N:15]=[C:16]([CH3:21])[N:17]([CH:18]([CH3:20])[CH3:19])[C:11]=3[CH:10]=2)[CH:5]=[CH:4][N:3]=1.[CH3:22][C:23]([OH:40])([CH3:39])[CH2:24][N:25]1[CH:29]=[C:28](B2OC(C)(C)C(C)(C)O2)[CH:27]=[N:26]1.C(=O)([O-])[O-].[K+].[K+].O1CCOCC1. (6) Given the product [CH:39]1([C:36]2[CH:37]=[CH:38][C:33]([C@@:12]34[O:11][C@@:10]([CH2:55][OH:56])([CH2:53][O:31]3)[C@@H:9]([OH:8])[C@H:14]([OH:15])[C@H:13]4[OH:23])=[CH:34][C:35]=2[CH2:42][C:43]2[CH:52]=[CH:51][C:46]3[O:47][CH2:48][CH2:49][O:50][C:45]=3[CH:44]=2)[CH2:40][CH2:41]1, predict the reactants needed to synthesize it. The reactants are: C([O:8][C@H:9]1[C@H:14]([O:15]CC2C=CC=CC=2)[C@@H:13]([O:23]CC2C=CC=CC=2)[C:12]([C:33]2[CH:38]=[CH:37][C:36]([CH:39]3[CH2:41][CH2:40]3)=[C:35]([CH2:42][C:43]3[CH:52]=[CH:51][C:46]4[O:47][CH2:48][CH2:49][O:50][C:45]=4[CH:44]=3)[CH:34]=2)([O:31]C)[O:11][C:10]1([CH2:55][OH:56])[CH2:53]O)C1C=CC=CC=1. (7) Given the product [O:31]1[C:30]2[CH:34]=[CH:35][C:27]([C:24]3([C:22]([NH:21][C:18]4[CH:19]=[CH:20][C:15]([CH:6]([N:43]5[CH2:44][CH2:45][N:40]([CH2:39][CH2:38][OH:37])[CH2:41][CH2:42]5)[C:7]5[CH:12]=[CH:11][CH:10]=[CH:9][C:8]=5[O:13][CH3:14])=[CH:16][N:17]=4)=[O:23])[CH2:25][CH2:26]3)=[CH:28][C:29]=2[O:33][CH2:32]1, predict the reactants needed to synthesize it. The reactants are: CS(O[CH:6]([C:15]1[CH:16]=[N:17][C:18]([NH:21][C:22]([C:24]2([C:27]3[CH:35]=[CH:34][C:30]4[O:31][CH2:32][O:33][C:29]=4[CH:28]=3)[CH2:26][CH2:25]2)=[O:23])=[CH:19][CH:20]=1)[C:7]1[CH:12]=[CH:11][CH:10]=[CH:9][C:8]=1[O:13][CH3:14])(=O)=O.C[O:37][CH2:38][CH2:39][N:40]1[CH2:45][CH2:44][NH:43][CH2:42][CH2:41]1.O1C2C=CC(C3(C(NC4C=CC(C(N(C)C)C5C=CC=CC=5OC)=CN=4)=O)CC3)=CC=2OC1.